Dataset: Catalyst prediction with 721,799 reactions and 888 catalyst types from USPTO. Task: Predict which catalyst facilitates the given reaction. (1) Reactant: CC(OI1(OC(C)=O)(OC(C)=O)OC(=O)C2C=CC=CC1=2)=O.[Cl:23][C:24]1[CH:25]=[CH:26][C:27]([O:47][CH2:48][C:49]2[CH:54]=[CH:53][CH:52]=[CH:51][CH:50]=2)=[C:28]([CH2:30][C:31]2[O:35][C:34]([C:36]3[NH:40][C:39]4[CH:41]=[CH:42][C:43]([CH2:45][OH:46])=[CH:44][C:38]=4[N:37]=3)=[CH:33][CH:32]=2)[CH:29]=1. Product: [Cl:23][C:24]1[CH:25]=[CH:26][C:27]([O:47][CH2:48][C:49]2[CH:50]=[CH:51][CH:52]=[CH:53][CH:54]=2)=[C:28]([CH2:30][C:31]2[O:35][C:34]([C:36]3[NH:40][C:39]4[CH:41]=[CH:42][C:43]([CH:45]=[O:46])=[CH:44][C:38]=4[N:37]=3)=[CH:33][CH:32]=2)[CH:29]=1. The catalyst class is: 4. (2) Product: [CH2:2]([NH:9][CH2:10][CH2:11][CH:12]([C:24]1[CH:29]=[CH:28][C:27]([NH:30][C:31]([O:33][CH3:34])=[O:32])=[CH:26][CH:25]=1)[C:13]1[CH:18]=[CH:17][C:16]([NH:19][C:20]([O:22][CH3:23])=[O:21])=[CH:15][CH:14]=1)[C:3]1[CH:4]=[CH:5][CH:6]=[CH:7][CH:8]=1. Reactant: Cl.[CH2:2]([NH:9][CH2:10][CH2:11][CH:12]([C:24]1[CH:29]=[CH:28][C:27]([NH:30][C:31]([O:33][CH3:34])=[O:32])=[CH:26][CH:25]=1)[C:13]1[CH:18]=[CH:17][C:16]([NH:19][C:20]([O:22][CH3:23])=[O:21])=[CH:15][CH:14]=1)[C:3]1[CH:8]=[CH:7][CH:6]=[CH:5][CH:4]=1.O.C(=O)([O-])O.[Na+]. The catalyst class is: 5. (3) Reactant: C(OC([N:8]1[CH2:13][CH2:12][CH:11]([NH:14][CH2:15][C:16]2[CH:21]=[CH:20][C:19]([N+:22]([O-:24])=[O:23])=[CH:18][CH:17]=2)[CH2:10][CH2:9]1)=O)(C)(C)C.Cl. Product: [N+:22]([C:19]1[CH:18]=[CH:17][C:16]([CH2:15][NH:14][CH:11]2[CH2:10][CH2:9][NH:8][CH2:13][CH2:12]2)=[CH:21][CH:20]=1)([O-:24])=[O:23]. The catalyst class is: 135. (4) Reactant: S(=O)(=O)(O)O.[Cl:6][C:7]1[N:12]=[CH:11][C:10]2[CH:13]=[N:14][NH:15][C:9]=2[CH:8]=1.[N+:16]([O-])([OH:18])=[O:17]. Product: [Cl:6][C:7]1[N:12]=[CH:11][C:10]2[C:13]([N+:16]([O-:18])=[O:17])=[N:14][NH:15][C:9]=2[CH:8]=1. The catalyst class is: 6. (5) Reactant: [OH:1][C:2]1[CH:7]=[CH:6][C:5]([C:8](=[O:10])[CH3:9])=[CH:4][CH:3]=1.C(=O)([O-])[O-].[K+].[K+].Cl[CH2:18][O:19][CH2:20][CH3:21].CO.C(Cl)(Cl)Cl. Product: [CH2:20]([O:19][CH2:18][O:1][C:2]1[CH:7]=[CH:6][C:5]([C:8](=[O:10])[CH3:9])=[CH:4][CH:3]=1)[CH3:21]. The catalyst class is: 21. (6) Reactant: Br[CH2:2][C:3]1[CH:8]=[CH:7][CH:6]=[CH:5][N:4]=1.Br.BrCC1C=CC=CN=1.C([O-])(O)=O.[Na+].[Si:23]([O:30][C@H:31]1[CH2:36][CH2:35][C@@:34]([C@H:38]2[CH2:46][CH2:45][C@@:44]3([CH3:47])[C@@H:40]([CH2:41][CH2:42][C:43]3=[CH2:48])[C@@H:39]2[CH2:49][OH:50])([CH3:37])[C@@H:33]([CH2:51][O:52][Si:53]([C:56]([CH3:59])([CH3:58])[CH3:57])([CH3:55])[CH3:54])[CH2:32]1)([C:26]([CH3:29])([CH3:28])[CH3:27])([CH3:25])[CH3:24]. Product: [Si:23]([O:30][C@H:31]1[CH2:36][CH2:35][C@@:34]([C@H:38]2[CH2:46][CH2:45][C@@:44]3([CH3:47])[C@@H:40]([CH2:41][CH2:42][C:43]3=[CH2:48])[C@@H:39]2[CH2:49][O:50][CH2:2][C:3]2[CH:8]=[CH:7][CH:6]=[CH:5][N:4]=2)([CH3:37])[C@@H:33]([CH2:51][O:52][Si:53]([C:56]([CH3:59])([CH3:58])[CH3:57])([CH3:54])[CH3:55])[CH2:32]1)([C:26]([CH3:29])([CH3:28])[CH3:27])([CH3:25])[CH3:24]. The catalyst class is: 91. (7) Reactant: [OH:1][C:2]1[CH:3]=[C:4]([CH:7]=[CH:8][C:9]=1[N+:10]([O-:12])=[O:11])[CH:5]=[O:6].[C:13](=O)([O-])[O-].[K+].[K+]. Product: [CH3:13][O:1][C:2]1[CH:3]=[C:4]([CH:7]=[CH:8][C:9]=1[N+:10]([O-:12])=[O:11])[CH:5]=[O:6]. The catalyst class is: 84. (8) Reactant: [C:1]([N:4]1[CH2:9][CH2:8][NH:7][CH2:6][CH2:5]1)(=[O:3])[CH3:2].C(N(CC)C(C)C)(C)C.F[C:20]1[CH:21]=[CH:22][C:23]([N+:28]([O-:30])=[O:29])=[C:24]([CH:27]=1)[C:25]#[N:26]. The catalyst class is: 287. Product: [C:1]([N:4]1[CH2:9][CH2:8][N:7]([C:20]2[CH:21]=[CH:22][C:23]([N+:28]([O-:30])=[O:29])=[C:24]([CH:27]=2)[C:25]#[N:26])[CH2:6][CH2:5]1)(=[O:3])[CH3:2].